Task: Binary Classification. Given a miRNA mature sequence and a target amino acid sequence, predict their likelihood of interaction.. Dataset: Experimentally validated miRNA-target interactions with 360,000+ pairs, plus equal number of negative samples The miRNA is hsa-miR-378j with sequence ACUGGAUUUGGAGCCAGAA. The protein sequence of the target gene is MGAPRSLLLALAAGLAVARPPNIVLIFADDLGYGDLGCYGHPSSTTPNLDQLAAGGLRFTDFYVPVSLCTPSRAALLTGRLPVRMGMYPGVLVPSSRGGLPLEEVTVAEVLAARGYLTGMAGKWHLGVGPEGAFLPPHQGFHRFLGIPYSHDQGPCQNLTCFPPATPCDGGCDQGLVPIPLLANLSVEAQPPWLPGLEARYMAFAHDLMADAQRQDRPFFLYYASHHTHYPQFSGQSFAERSGRGPFGDSLMELDAAVGTLMTAIGDLGLLEETLVIFTADNGPETMRMSRGGCSGLLRC.... Result: 0 (no interaction).